Predict the product of the given reaction. From a dataset of Forward reaction prediction with 1.9M reactions from USPTO patents (1976-2016). (1) Given the reactants [F:1][C:2]1[CH:7]=[CH:6][C:5]([C:8](=O)[CH2:9][C:10]2[CH:15]=[CH:14][N:13]=[CH:12][CH:11]=2)=[CH:4][CH:3]=1.[F:17][C:18]1[CH:25]=[CH:24][C:21](C=O)=[CH:20][CH:19]=1.[NH2:26][C:27]1[C:28]([C:32]([O:34][CH3:35])=[O:33])=[CH:29][S:30][CH:31]=1.Cl.[OH-].[Na+].[CH3:39]OCCO, predict the reaction product. The product is: [F:17][C:18]1[CH:19]=[CH:20][C:21]([C:9]2([C:10]3[CH:15]=[CH:14][N:13]=[CH:12][CH:11]=3)[CH:39]=[N:26][C:27]3=[C:28]([C:32]([O:34][CH3:35])=[O:33])[CH2:29][S:30][C:31]3=[C:8]2[C:5]2[CH:6]=[CH:7][C:2]([F:1])=[CH:3][CH:4]=2)=[CH:24][CH:25]=1. (2) Given the reactants [Cl:1][C:2]1[C:7]2[N:8]=[C:9]([CH2:27][CH3:28])[N:10]([C:11]3[CH:16]=[CH:15][C:14]([CH2:17][CH2:18][NH:19]C(=O)OC(C)(C)C)=[CH:13][CH:12]=3)[C:6]=2[CH:5]=[C:4]([CH3:29])[N:3]=1.FC(F)(F)C(O)=O, predict the reaction product. The product is: [Cl:1][C:2]1[C:7]2[N:8]=[C:9]([CH2:27][CH3:28])[N:10]([C:11]3[CH:12]=[CH:13][C:14]([CH2:17][CH2:18][NH2:19])=[CH:15][CH:16]=3)[C:6]=2[CH:5]=[C:4]([CH3:29])[N:3]=1.